This data is from Full USPTO retrosynthesis dataset with 1.9M reactions from patents (1976-2016). The task is: Predict the reactants needed to synthesize the given product. Given the product [N:8]1[CH:9]=[CH:10][CH:11]=[CH:12][C:7]=1[C:5]1[S:6][C:2]([C:21]2[CH:22]=[C:23]3[C:28](=[C:29]([O:31][CH2:32][O:33][CH2:34][CH2:35][Si:36]([CH3:39])([CH3:37])[CH3:38])[CH:30]=2)[N:27]=[CH:26][N:25]([CH2:40][O:41][CH2:42][CH2:43][Si:44]([CH3:47])([CH3:46])[CH3:45])[C:24]3=[O:48])=[CH:3][CH:4]=1, predict the reactants needed to synthesize it. The reactants are: Br[C:2]1[S:6][C:5]([C:7]2[CH:12]=[CH:11][CH:10]=[CH:9][N:8]=2)=[CH:4][CH:3]=1.CC1(C)C(C)(C)OB([C:21]2[CH:22]=[C:23]3[C:28](=[C:29]([O:31][CH2:32][O:33][CH2:34][CH2:35][Si:36]([CH3:39])([CH3:38])[CH3:37])[CH:30]=2)[N:27]=[CH:26][N:25]([CH2:40][O:41][CH2:42][CH2:43][Si:44]([CH3:47])([CH3:46])[CH3:45])[C:24]3=[O:48])O1.C(=O)([O-])[O-].[K+].[K+].O.